This data is from Forward reaction prediction with 1.9M reactions from USPTO patents (1976-2016). The task is: Predict the product of the given reaction. (1) Given the reactants ClC(Cl)(Cl)[C:3]([C:5]1[N:14]2[C:8]([CH2:9][N:10]([C:19]([C:21]3[CH:26]=[CH:25][C:24]([C:27]4[CH:32]=[CH:31][CH:30]=[CH:29][C:28]=4[CH3:33])=[C:23]([CH3:34])[CH:22]=3)=[O:20])[C:11]3[CH:18]=[CH:17][CH:16]=[CH:15][C:12]=3[CH2:13]2)=[CH:7][CH:6]=1)=[O:4].[CH3:37][CH:38]([NH2:45])[C:39]1[CH:44]=[CH:43][CH:42]=[CH:41][CH:40]=1.CS(C)=O, predict the reaction product. The product is: [CH3:34][C:23]1[CH:22]=[C:21]([C:19]([N:10]2[C:11]3[CH:18]=[CH:17][CH:16]=[CH:15][C:12]=3[CH2:13][N:14]3[C:5]([C:3]([NH:45][CH:38]([C:39]4[CH:44]=[CH:43][CH:42]=[CH:41][CH:40]=4)[CH3:37])=[O:4])=[CH:6][CH:7]=[C:8]3[CH2:9]2)=[O:20])[CH:26]=[CH:25][C:24]=1[C:27]1[CH:32]=[CH:31][CH:30]=[CH:29][C:28]=1[CH3:33]. (2) Given the reactants [CH3:1][N:2]1[CH2:22][CH2:21][C:5]2[N:6]([CH2:14][CH2:15][C:16]([O:18]CC)=O)[C:7]3[CH:8]=[CH:9][C:10]([CH3:13])=[CH:11][C:12]=3[C:4]=2[CH2:3]1.[CH3:23][NH2:24], predict the reaction product. The product is: [CH3:1][N:2]1[CH2:22][CH2:21][C:5]2[N:6]([CH2:14][CH2:15][C:16]([NH:24][CH3:23])=[O:18])[C:7]3[CH:8]=[CH:9][C:10]([CH3:13])=[CH:11][C:12]=3[C:4]=2[CH2:3]1. (3) Given the reactants CO[CH:3](OC)[CH2:4][S:5][C:6]1[CH:11]=[CH:10][CH:9]=[CH:8][C:7]=1[Br:12], predict the reaction product. The product is: [Br:12][C:7]1[C:6]2[S:5][CH:4]=[CH:3][C:11]=2[CH:10]=[CH:9][CH:8]=1. (4) Given the reactants [CH3:1][O:2][N:3]([CH3:33])[C:4](=[O:32])[CH2:5][CH2:6][CH2:7][CH2:8][CH2:9][CH2:10][CH2:11][CH2:12][CH2:13][CH2:14][CH2:15][N:16]1[C:28]2[C:27]3[CH:26]=[CH:25][CH:24]=[CH:23][C:22]=3[N:21]=[CH:20][C:19]=2[N:18]=[C:17]1[CH2:29][CH2:30][CH3:31].C1C=C(Cl)C=C(C(OO)=[O:42])C=1, predict the reaction product. The product is: [CH3:1][O:2][N:3]([CH3:33])[C:4](=[O:32])[CH2:5][CH2:6][CH2:7][CH2:8][CH2:9][CH2:10][CH2:11][CH2:12][CH2:13][CH2:14][CH2:15][N:16]1[C:28]2[C:27]3[CH:26]=[CH:25][CH:24]=[CH:23][C:22]=3[N+:21]([O-:42])=[CH:20][C:19]=2[N:18]=[C:17]1[CH2:29][CH2:30][CH3:31]. (5) Given the reactants [CH3:1][C:2]([CH3:6])([CH3:5])[CH:3]=O.[CH3:7][O:8][CH2:9][CH2:10][NH2:11].[C:12]1(=[O:23])[O:18][C:16](=O)[C:15]2=[CH:19][CH:20]=[CH:21][CH:22]=[C:14]2[CH2:13]1.[CH3:24][O:25][C:26]1[CH:27]=[C:28]([CH:30]=[CH:31][CH:32]=1)[NH2:29], predict the reaction product. The product is: [C:2]([CH:6]1[CH:13]([C:12]([NH:29][C:28]2[CH:30]=[CH:31][CH:32]=[C:26]([O:25][CH3:24])[CH:27]=2)=[O:23])[C:14]2[C:15](=[CH:19][CH:20]=[CH:21][CH:22]=2)[C:16](=[O:18])[N:11]1[CH2:10][CH2:9][O:8][CH3:7])([CH3:5])([CH3:3])[CH3:1].